The task is: Predict the product of the given reaction.. This data is from Forward reaction prediction with 1.9M reactions from USPTO patents (1976-2016). (1) Given the reactants Cl[C:2]1[C:7]([C:8]([F:11])([F:10])[F:9])=[CH:6][CH:5]=[CH:4][N:3]=1.CC1(C)C(C)(C)OB([C:20]2[CH2:25][CH2:24][N:23]([C:26]([O:28][C:29]([CH3:32])([CH3:31])[CH3:30])=[O:27])[CH2:22][CH:21]=2)O1.C1(P(C2CCCCC2)C2CCCCC2)CCCCC1.CC([O-])(C)C.[Na+], predict the reaction product. The product is: [F:9][C:8]([F:11])([F:10])[C:7]1[C:2]([C:20]2[CH2:25][CH2:24][N:23]([C:26]([O:28][C:29]([CH3:32])([CH3:31])[CH3:30])=[O:27])[CH2:22][CH:21]=2)=[N:3][CH:4]=[CH:5][CH:6]=1. (2) Given the reactants [CH3:1][C:2]1[CH:16]=[C:15]([O:17][CH2:18][C:19]2[N:20]=[C:21](/[CH:24]=[CH:25]/[C:26]3[CH:31]=[CH:30][C:29]([Cl:32])=[CH:28][C:27]=3[F:33])[O:22][CH:23]=2)[CH:14]=[CH:13][C:3]=1[CH2:4][S:5][CH2:6][CH2:7][N:8]1[CH:12]=[CH:11][N:10]=[N:9]1.ClC1C=CC=C(C(OO)=[O:42])C=1, predict the reaction product. The product is: [Cl:32][C:29]1[CH:30]=[CH:31][C:26](/[CH:25]=[CH:24]/[C:21]2[O:22][CH:23]=[C:19]([CH2:18][O:17][C:15]3[CH:14]=[CH:13][C:3]([CH2:4][S:5]([CH2:6][CH2:7][N:8]4[CH:12]=[CH:11][N:10]=[N:9]4)=[O:42])=[C:2]([CH3:1])[CH:16]=3)[N:20]=2)=[C:27]([F:33])[CH:28]=1. (3) Given the reactants [OH:1][C:2]1[CH:7]=[CH:6][C:5]([CH2:8][CH2:9][C:10]([O:12]C)=[O:11])=[CH:4][CH:3]=1.[CH2:14]([C:18]1[CH:23]=[CH:22][CH:21]=[C:20]([CH3:24])[C:19]=1[C:25]1[CH:30]=[CH:29][CH:28]=[C:27]([CH2:31]O)[CH:26]=1)[CH:15]([CH3:17])[CH3:16], predict the reaction product. The product is: [CH2:14]([C:18]1[CH:23]=[CH:22][CH:21]=[C:20]([CH3:24])[C:19]=1[C:25]1[CH:30]=[CH:29][CH:28]=[C:27]([CH2:31][O:1][C:2]2[CH:3]=[CH:4][C:5]([CH2:8][CH2:9][C:10]([OH:12])=[O:11])=[CH:6][CH:7]=2)[CH:26]=1)[CH:15]([CH3:17])[CH3:16]. (4) Given the reactants [CH:1]1([N:4]2[C:13]3[C:8](=[CH:9][C:10]([F:15])=[C:11]([OH:14])[CH:12]=3)[C:7](=[O:16])[C:6]([C:17]([OH:19])=[O:18])=[CH:5]2)[CH2:3][CH2:2]1.[F:20][C:21]([S:24]([O:27]S(C(F)(F)F)(=O)=O)(=O)=[O:25])([F:23])[F:22].[CH3:35][CH2:36]O.O, predict the reaction product. The product is: [CH:1]1([N:4]2[C:13]3[C:8](=[CH:9][C:10]([F:15])=[C:11]([O:14][S:24]([C:21]([F:23])([F:22])[F:20])(=[O:27])=[O:25])[CH:12]=3)[C:7](=[O:16])[C:6]([C:17]([O:19][CH2:35][CH3:36])=[O:18])=[CH:5]2)[CH2:2][CH2:3]1. (5) Given the reactants [C:1]([C:5]1[N:6]=[C:7]([N:16]2[CH2:20][CH2:19][C:18]([F:22])([F:21])[CH2:17]2)[C:8]2[C:9](=[N:11][N:12]([CH2:14][CH3:15])[N:13]=2)[N:10]=1)([CH3:4])([CH3:3])[CH3:2].C(C1N=C(N2CCC(F)(F)C2)C2N=NNC=2N=1)(C)(C)C.BrCC1[C:50]([Cl:51])=[C:49]([Cl:52])[CH:48]=[CH:47][C:46]=1[C:53]([F:56])([F:55])[F:54], predict the reaction product. The product is: [C:1]([C:5]1[N:6]=[C:7]([N:16]2[CH2:20][CH2:19][C:18]([F:21])([F:22])[CH2:17]2)[C:8]2[C:9](=[N:11][N:12]([CH2:14][C:15]3[C:46]([C:53]([F:55])([F:56])[F:54])=[CH:47][CH:48]=[C:49]([Cl:52])[C:50]=3[Cl:51])[N:13]=2)[N:10]=1)([CH3:2])([CH3:3])[CH3:4]. (6) Given the reactants [OH:1][C:2]1[CH:3]=[C:4]([N:8]2[CH:12]=[CH:11][C:10]([CH:13]=[O:14])=[CH:9]2)[CH:5]=[CH:6][CH:7]=1.C[OH:16], predict the reaction product. The product is: [OH:1][C:2]1[CH:3]=[C:4]([N:8]2[CH:12]=[CH:11][C:10]([C:13]([OH:16])=[O:14])=[CH:9]2)[CH:5]=[CH:6][CH:7]=1. (7) Given the reactants Br[C:2]1[CH:7]=[CH:6][C:5]([O:8][CH2:9][CH2:10][O:11][CH3:12])=[C:4]([O:13][CH2:14][CH2:15][O:16][CH3:17])[CH:3]=1.[B:18]1([B:18]2[O:22][C:21]([CH3:24])([CH3:23])[C:20]([CH3:26])([CH3:25])[O:19]2)[O:22][C:21]([CH3:24])([CH3:23])[C:20]([CH3:26])([CH3:25])[O:19]1.C([O-])(=O)C.[K+], predict the reaction product. The product is: [CH3:17][O:16][CH2:15][CH2:14][O:13][C:4]1[CH:3]=[C:2]([B:18]2[O:22][C:21]([CH3:24])([CH3:23])[C:20]([CH3:26])([CH3:25])[O:19]2)[CH:7]=[CH:6][C:5]=1[O:8][CH2:9][CH2:10][O:11][CH3:12]. (8) Given the reactants [NH2:1][C:2]1[N:3]=[CH:4][C:5]([C:18]2[CH:25]=[CH:24][C:21]([CH:22]=O)=[CH:20][CH:19]=2)=[N:6][C:7]=1[NH:8][CH2:9][C:10]1[C:15]([F:16])=[CH:14][CH:13]=[CH:12][C:11]=1[F:17].[NH2:26][CH:27]1[CH2:32][CH2:31][N:30](C(OC(C)(C)C)=O)[C@@H:29]([C:40]([O:42][C:43]([CH3:46])([CH3:45])[CH3:44])=[O:41])[CH2:28]1, predict the reaction product. The product is: [NH2:1][C:2]1[N:3]=[CH:4][C:5]([C:18]2[CH:25]=[CH:24][C:21]([CH2:22][NH:26][CH:27]3[CH2:32][CH2:31][NH:30][C@@H:29]([C:40]([O:42][C:43]([CH3:44])([CH3:45])[CH3:46])=[O:41])[CH2:28]3)=[CH:20][CH:19]=2)=[N:6][C:7]=1[NH:8][CH2:9][C:10]1[C:11]([F:17])=[CH:12][CH:13]=[CH:14][C:15]=1[F:16]. (9) The product is: [O:16]=[C:15]([C:17]1[CH:22]=[CH:21][C:20]([CH3:23])=[CH:19][CH:18]=1)[CH2:14][N:6]1[C:5]2[CH2:7][CH2:8][CH2:9][CH2:10][C:4]=2[S:3][C:2]1=[O:1]. Given the reactants [OH:1][C:2]1[S:3][C:4]2[CH2:10][CH2:9][CH2:8][CH2:7][C:5]=2[N:6]=1.[H-].[Na+].Br[CH2:14][C:15]([C:17]1[CH:22]=[CH:21][C:20]([CH3:23])=[CH:19][CH:18]=1)=[O:16].O, predict the reaction product.